Task: Regression. Given a target protein amino acid sequence and a drug SMILES string, predict the binding affinity score between them. We predict pIC50 (pIC50 = -log10(IC50 in M); higher means more potent). Dataset: bindingdb_ic50.. Dataset: Drug-target binding data from BindingDB using IC50 measurements (1) The compound is CSCC[C@H](NC(=O)[C@H](Cc1ccc(CC(=O)O)cc1)NC(C)=O)C(=O)NCC(=O)N[C@@H](Cc1c[nH]c2ccccc12)C(=O)N[C@@H](CCSC)C(=O)N[C@@H](CC(=O)O)C(=O)N[C@@H](Cc1ccccc1)C(N)=O. The target protein (P79266) has sequence MELLKPNRSVLGSGPGPGASLCRSGGPLLNGSGTGNLSCEPPRIRGAGTRELELAIRVTLYAVIFLMSVGGNVLIIVVLGLSRRLRTVTNAFLLSLAVSDLLLAVACMPFTLLPNLMGTFIFGTVVCKAVSYFMGVSVSVSTLSLVAIALERYSAICRPLQARVWQTRSHAARVIVATWMLSGLLMVPYPVYTAVQPAGPRVLQCMHRWPSARVRQTWSVLLLLLLFFVPGVVMAVAYGLISRELYLGLRFDGDSDSESQSRVGSQGGLPGGTGQGPAQANGRCRSETRLAGEDGDGCYVQLPRSRPALEMSALTAPTPGPGSGTRPAQAKLLAKKRVVRMLLVIVVLFFLCWLPVYSANTWRAFDGPGAHRALSGAPISFIHLLTYASACVNPLVYCFMHRRFRQACLDTCTRCCPRPPRARPRPLPDEDPPTPSIASLSRLSYTTISTLGPG. The pIC50 is 7.3. (2) The drug is C=C1/C(=C\C=C2/CCC[C@]3(C)C([C@H](C)CC=S(N)(=O)c4ccccc4)=CCC23)C[C@@H](O)C[C@@H]1O. The target protein (Q02318) has sequence MAALGCARLRWALRGAGRGLCPHGARAKAAIPAALPSDKATGAPGAGPGVRRRQRSLEEIPRLGQLRFFFQLFVQGYALQLHQLQVLYKAKYGPMWMSYLGPQMHVNLASAPLLEQVMRQEGKYPVRNDMELWKEHRDQHDLTYGPFTTEGHHWYQLRQALNQRLLKPAEAALYTDAFNEVIDDFMTRLDQLRAESASGNQVSDMAQLFYYFALEAICYILFEKRIGCLQRSIPEDTVTFVRSIGLMFQNSLYATFLPKWTRPVLPFWKRYLDGWNAIFSFGKKLIDEKLEDMEAQLQAAGPDGIQVSGYLHFLLASGQLSPREAMGSLPELLMAGVDTTSNTLTWALYHLSKDPEIQEALHEEVVGVVPAGQVPQHKDFAHMPLLKAVLKETLRLYPVVPTNSRIIEKEIEVDGFLFPKNTQFVFCHYVVSRDPTAFSEPESFQPHRWLRNSQPATPRIQHPFGSVPFGYGVRACLGRRIAELEMQLLLARLIQKYKVV.... The pIC50 is 6.0. (3) The compound is Cc1cc(NC[C@H](C)NS(C)(=O)=O)c2cnn(-c3cccc(C(=O)NC(C)C)c3)c2c1. The target protein (P04150) has sequence MDSKESLTPGREENPSSVLAQERGDVMDFYKTLRGGATVKVSASSPSLAVASQSDSKQRRLLVDFPKGSVSNAQQPDLSKAVSLSMGLYMGETETKVMGNDLGFPQQGQISLSSGETDLKLLEESIANLNRSTSVPENPKSSASTAVSAAPTEKEFPKTHSDVSSEQQHLKGQTGTNGGNVKLYTTDQSTFDILQDLEFSSGSPGKETNESPWRSDLLIDENCLLSPLAGEDDSFLLEGNSNEDCKPLILPDTKPKIKDNGDLVLSSPSNVTLPQVKTEKEDFIELCTPGVIKQEKLGTVYCQASFPGANIIGNKMSAISVHGVSTSGGQMYHYDMNTASLSQQQDQKPIFNVIPPIPVGSENWNRCQGSGDDNLTSLGTLNFPGRTVFSNGYSSPSMRPDVSSPPSSSSTATTGPPPKLCLVCSDEASGCHYGVLTCGSCKVFFKRAVEGQHNYLCAGRNDCIIDKIRRKNCPACRYRKCLQAGMNLEARKTKKKIKGI.... The pIC50 is 6.7.